From a dataset of Reaction yield outcomes from USPTO patents with 853,638 reactions. Predict the reaction yield, written as a fraction of the theoretical maximum amount of product (1.0 means a 100% yield; for example, 0.34 means a 34% yield). (1) The reactants are [S:1]1[C:5]2[CH:6]=[CH:7][CH:8]=[CH:9][C:4]=2[N:3]=[C:2]1[NH:10][C@H:11]1[CH2:14][C@H:13]([NH:15][C:16]2[C:17]([C:22]([CH3:26])([CH3:25])[C:23]#N)=[N:18][CH:19]=[CH:20][N:21]=2)[CH2:12]1.C(OCC)(=[O:29])C.[OH-].[Na+]. The catalyst is O.S(=O)(=O)(O)O. The product is [S:1]1[C:5]2[CH:6]=[CH:7][CH:8]=[CH:9][C:4]=2[N:3]=[C:2]1[NH:10][C@H:11]1[CH2:12][C@H:13]([N:15]2[C:16]3=[N:21][CH:20]=[CH:19][N:18]=[C:17]3[C:22]([CH3:26])([CH3:25])[C:23]2=[O:29])[CH2:14]1. The yield is 0.910. (2) The reactants are [F:1][C:2]1[CH:20]=[CH:19][C:5]([CH2:6][NH:7][C@@H:8]2[C@H:13]3[CH2:14][C@H:10]([CH2:11][CH2:12]3)[C@@H:9]2[C:15](OC)=[O:16])=[CH:4][CH:3]=1.[CH3:21][S:22]([NH:25][C:26]1[CH:41]=[CH:40][C:29]2[NH:30][C:31]([CH2:36][C:37](O)=[O:38])=[N:32][S:33](=[O:35])(=[O:34])[C:28]=2[CH:27]=1)(=[O:24])=[O:23].CN1CCOCC1.Cl.CN(C)CCCN=C=NCC.C(N(CC)CC)C. The catalyst is CN(C)C=O.C(OCC)(=O)C.CO. The product is [F:1][C:2]1[CH:3]=[CH:4][C:5]([CH2:6][N:7]2[C:37](=[O:38])[C:36]([C:31]3[NH:30][C:29]4[CH:40]=[CH:41][C:26]([NH:25][S:22]([CH3:21])(=[O:24])=[O:23])=[CH:27][C:28]=4[S:33](=[O:35])(=[O:34])[N:32]=3)=[C:15]([OH:16])[C@@H:9]3[C@H:8]2[C@H:13]2[CH2:14][C@@H:10]3[CH2:11][CH2:12]2)=[CH:19][CH:20]=1. The yield is 0.460. (3) The reactants are [C:1](=[O:21])(OC1C=CC([N+]([O-])=O)=CC=1)[O:2][CH2:3][CH:4]1[CH2:9][CH2:8][N:7]([CH3:10])[CH2:6][CH2:5]1.CCN(C(C)C)C(C)C.[F:31][C:32]1[CH:37]=[CH:36][C:35]([N:38]2[CH2:43][CH2:42][NH:41][CH2:40][CH2:39]2)=[CH:34][CH:33]=1. The catalyst is CN(C=O)C. The product is [F:31][C:32]1[CH:33]=[CH:34][C:35]([N:38]2[CH2:43][CH2:42][N:41]([C:1]([O:2][CH2:3][CH:4]3[CH2:5][CH2:6][N:7]([CH3:10])[CH2:8][CH2:9]3)=[O:21])[CH2:40][CH2:39]2)=[CH:36][CH:37]=1. The yield is 0.118. (4) The reactants are [NH:1]1[CH2:6][CH2:5][CH:4]([N:7]2[CH2:12][CH2:11][O:10][CH2:9][C:8]2=[O:13])[CH2:3][CH2:2]1.[CH2:14](N1CCC(=O)CC1)[C:15]1[CH:20]=[CH:19][CH:18]=[CH:17][CH:16]=1.C(CN)O.C([BH3-])#N.[Na+].FC(F)(F)S(O)(=O)=O.Cl.C(N1CCC(NCCO)CC1)C1C=CC=CC=1.ClCC(Cl)=O.[OH-].[Na+]. The catalyst is CO.C(O)C.O. The product is [CH2:14]([N:1]1[CH2:6][CH2:5][CH:4]([N:7]2[CH2:12][CH2:11][O:10][CH2:9][C:8]2=[O:13])[CH2:3][CH2:2]1)[C:15]1[CH:20]=[CH:19][CH:18]=[CH:17][CH:16]=1. The yield is 0.660.